This data is from Forward reaction prediction with 1.9M reactions from USPTO patents (1976-2016). The task is: Predict the product of the given reaction. (1) Given the reactants [C:1]1([CH:7]([C:29]2[CH:34]=[CH:33][CH:32]=[CH:31][CH:30]=2)[CH2:8][CH2:9][N:10]([CH2:19][CH2:20][CH2:21][C:22]2[CH:27]=[CH:26][CH:25]=[CH:24][C:23]=2[OH:28])[C:11](=[O:18])[C:12]2[CH:17]=[CH:16][CH:15]=[CH:14][CH:13]=2)[CH:6]=[CH:5][CH:4]=[CH:3][CH:2]=1.CN1CCOCC1.[C:42]([O:46][CH3:47])(=[O:45])[CH2:43][CH3:44], predict the reaction product. The product is: [C:11]([N:10]([CH2:9][CH2:8][CH:7]([C:1]1[CH:2]=[CH:3][CH:4]=[CH:5][CH:6]=1)[C:29]1[CH:30]=[CH:31][CH:32]=[CH:33][CH:34]=1)[CH2:19][CH2:20][CH2:21][C:22]1[CH:27]=[CH:26][CH:25]=[CH:24][C:23]=1[O:28]/[CH:44]=[CH:43]/[C:42]([O:46][CH3:47])=[O:45])(=[O:18])[C:12]1[CH:17]=[CH:16][CH:15]=[CH:14][CH:13]=1. (2) Given the reactants [Cl:1][C:2]1[CH:17]=[CH:16][C:15]([F:18])=[CH:14][C:3]=1[CH2:4][N:5]1[C:10](=[O:11])[C:9]([CH3:12])=[N:8][NH:7][C:6]1=[S:13].[CH3:19]I.[OH-].[Na+], predict the reaction product. The product is: [Cl:1][C:2]1[CH:17]=[CH:16][C:15]([F:18])=[CH:14][C:3]=1[CH2:4][N:5]1[C:10](=[O:11])[C:9]([CH3:12])=[N:8][N:7]=[C:6]1[S:13][CH3:19]. (3) Given the reactants [Li]C.CO[C:5]1[CH:12]=[CH:11][C:8]([CH:9]=O)=[CH:7][CH:6]=1.CCO[C:16]([CH3:18])=[O:17], predict the reaction product. The product is: [CH3:7][CH:6]1[CH:5]=[CH:12][C:16](=[O:17])/[C:18]/1=[CH:9]/[C:8]1[CH:7]=[CH:6][CH:5]=[CH:12][CH:11]=1.